The task is: Predict the product of the given reaction.. This data is from Forward reaction prediction with 1.9M reactions from USPTO patents (1976-2016). (1) Given the reactants C(O[C@H](C)[C@H](NC(C1(CC2C=CC=CC=2)CCCN1)=O)C(OC)=O)(=O)C.C([O-])([O-])=O.[Na+].[Na+].[CH2:33]([O:40][C:41]([N:43]1[CH2:47][CH2:46][CH2:45][C@H:44]1[C:48]([OH:50])=O)=[O:42])[C:34]1[CH:39]=[CH:38][CH:37]=[CH:36][CH:35]=1.O=S(Cl)[Cl:53], predict the reaction product. The product is: [Cl:53][C:48]([C@@H:44]1[CH2:45][CH2:46][CH2:47][N:43]1[C:41]([O:40][CH2:33][C:34]1[CH:39]=[CH:38][CH:37]=[CH:36][CH:35]=1)=[O:42])=[O:50]. (2) Given the reactants [CH2:1]([C:4]1[C:8]([CH2:9][CH2:10][CH2:11][OH:12])=[CH:7][N:6]([C:13]2[CH:18]=[CH:17][C:16]([C:19]([F:22])([F:21])[F:20])=[CH:15][N:14]=2)[N:5]=1)[CH2:2][CH3:3].[F:23][C:24]1[C:25](O)=[C:26]([CH2:30][C:31]([O:33]C)=[O:32])[CH:27]=[CH:28][CH:29]=1.C(P(CCCC)CCCC)CCC.N(C(N1CCCCC1)=O)=NC(N1CCCCC1)=O, predict the reaction product. The product is: [F:23][C:24]1[C:25]([O:12][CH2:11][CH2:10][CH2:9][C:8]2[C:4]([CH2:1][CH2:2][CH3:3])=[N:5][N:6]([C:13]3[CH:18]=[CH:17][C:16]([C:19]([F:21])([F:20])[F:22])=[CH:15][N:14]=3)[CH:7]=2)=[C:26]([CH2:30][C:31]([OH:33])=[O:32])[CH:27]=[CH:28][CH:29]=1. (3) Given the reactants [CH3:1][N:2]([CH2:12][C@@H:13]([NH:21][C:22]([N:24]1[CH2:29][CH2:28][CH2:27][C@@H:26]([C@H:30]([C:39]2[CH:44]=[CH:43][CH:42]=[CH:41][CH:40]=2)[O:31][CH2:32][CH2:33][NH:34][C:35](=[O:38])[O:36][CH3:37])[CH2:25]1)=[O:23])[CH2:14][CH:15]1[CH2:20][CH2:19][O:18][CH2:17][CH2:16]1)C(OCC[Si](C)(C)C)=O.CCN(CC)CC.C(O)=O, predict the reaction product. The product is: [CH3:1][NH:2][CH2:12][C@@H:13]([NH:21][C:22]([N:24]1[CH2:29][CH2:28][CH2:27][C@@H:26]([C@H:30]([C:39]2[CH:40]=[CH:41][CH:42]=[CH:43][CH:44]=2)[O:31][CH2:32][CH2:33][NH:34][C:35](=[O:38])[O:36][CH3:37])[CH2:25]1)=[O:23])[CH2:14][CH:15]1[CH2:16][CH2:17][O:18][CH2:19][CH2:20]1. (4) Given the reactants [C:1]([C:3]1[C:4]([O:40][CH:41]([CH3:43])[CH3:42])=[CH:5][C:6]([NH:9][C:10]([N:12]2[C:21]3[N:20]=[C:19]([CH:22](OC)[O:23]C)[C:18]([CH:27]4[CH2:32][CH2:31][N:30](C(OC(C)(C)C)=O)[CH2:29][CH2:28]4)=[CH:17][C:16]=3[CH2:15][CH2:14][CH2:13]2)=[O:11])=[N:7][CH:8]=1)#[N:2].Cl, predict the reaction product. The product is: [C:1]([C:3]1[C:4]([O:40][CH:41]([CH3:43])[CH3:42])=[CH:5][C:6]([NH:9][C:10]([N:12]2[C:21]3[C:16](=[CH:17][C:18]([CH:27]4[CH2:32][CH2:31][NH:30][CH2:29][CH2:28]4)=[C:19]([CH:22]=[O:23])[N:20]=3)[CH2:15][CH2:14][CH2:13]2)=[O:11])=[N:7][CH:8]=1)#[N:2]. (5) Given the reactants [Cl:1][C:2]1[CH:7]=[CH:6][CH:5]=[C:4]([Cl:8])[C:3]=1[C:9]1[N:29]([CH2:30][C@@H:31]2[CH2:36][CH2:35][CH2:34][N:33]([C:37]([O:39][C:40]([CH3:43])([CH3:42])[CH3:41])=[O:38])[CH2:32]2)[C:12]2[N:13]=[C:14]([NH:17]CC3C=CC(OC)=C(OC)C=3)[N:15]=[CH:16][C:11]=2[CH:10]=1.C(C1C(=O)C(Cl)=C(Cl)C(=O)C=1C#N)#N, predict the reaction product. The product is: [NH2:17][C:14]1[N:15]=[CH:16][C:11]2[CH:10]=[C:9]([C:3]3[C:4]([Cl:8])=[CH:5][CH:6]=[CH:7][C:2]=3[Cl:1])[N:29]([CH2:30][C@@H:31]3[CH2:36][CH2:35][CH2:34][N:33]([C:37]([O:39][C:40]([CH3:43])([CH3:42])[CH3:41])=[O:38])[CH2:32]3)[C:12]=2[N:13]=1.